Dataset: Forward reaction prediction with 1.9M reactions from USPTO patents (1976-2016). Task: Predict the product of the given reaction. (1) The product is: [C:1]([O:5][C:6](=[O:19])[N:7]([C:10]1[CH:15]=[CH:14][C:13]([C:16]([CH:22]2[CH:21]([CH3:20])[CH2:33][C:25]3[N:26]=[C:27]([NH:29][C:30](=[O:32])[CH3:31])[S:28][C:24]=3[C:23]2=[O:34])=[O:17])=[CH:12][N:11]=1)[CH2:8][CH3:9])([CH3:4])([CH3:3])[CH3:2]. Given the reactants [C:1]([O:5][C:6](=[O:19])[N:7]([C:10]1[CH:15]=[CH:14][C:13]([C:16](Cl)=[O:17])=[CH:12][N:11]=1)[CH2:8][CH3:9])([CH3:4])([CH3:3])[CH3:2].[CH3:20][CH:21]1[CH2:33][C:25]2[N:26]=[C:27]([NH:29][C:30](=[O:32])[CH3:31])[S:28][C:24]=2[C:23](=[O:34])[CH2:22]1, predict the reaction product. (2) Given the reactants [CH3:1][C:2]1[CH:10]=[CH:9][CH:8]=[C:7]2[C:3]=1[CH2:4][C:5](=[O:11])[NH:6]2.N1C2C(=CC=CC=2)C[C:13]1=O.[CH3:22][N:23]1[CH2:28][CH2:27][N:26]([CH2:29][CH2:30][CH2:31][NH:32][C:33]2[CH:38]=[CH:37][C:36]([NH2:39])=[CH:35][CH:34]=2)[CH2:25][CH2:24]1.NC1C=CC=CC=1, predict the reaction product. The product is: [CH3:1][C:2]1[CH:10]=[CH:9][CH:8]=[C:7]2[C:3]=1[C:4](=[CH:13][NH:39][C:36]1[CH:35]=[CH:34][C:33]([NH:32][CH2:31][CH2:30][CH2:29][N:26]3[CH2:25][CH2:24][N:23]([CH3:22])[CH2:28][CH2:27]3)=[CH:38][CH:37]=1)[C:5](=[O:11])[NH:6]2. (3) Given the reactants [CH:1]([C:3]1[CH:12]=[CH:11][C:6]2[O:7][CH2:8][CH2:9][O:10][C:5]=2[CH:4]=1)=[CH2:2].B1C2CCCC1CCC2.[OH-].[Na+].OO.S([O-])([O-])=[O:27].[Na+].[Na+], predict the reaction product. The product is: [O:7]1[C:6]2[CH:11]=[CH:12][C:3]([CH2:1][CH2:2][OH:27])=[CH:4][C:5]=2[O:10][CH2:9][CH2:8]1. (4) Given the reactants [CH2:1]([O:11][CH2:12][C:13]([CH2:18][O:19][CH2:20][CH2:21][CH2:22][CH2:23][CH2:24][CH2:25][CH2:26][CH2:27][CH2:28][CH3:29])([CH2:16][OH:17])[CH2:14][OH:15])[CH2:2][CH2:3][CH2:4][CH2:5][CH2:6][CH2:7][CH2:8][CH2:9][CH3:10].CCCCCC.[H-].[Na+:37].[S:38]1([O:44][CH2:43][CH2:42][O:41]1)(=[O:40])=[O:39].C1C[O:48][CH2:47][CH2:46]1, predict the reaction product. The product is: [S:38]([O:44][S:38]([O-:41])(=[O:40])=[O:39])([O-:41])(=[O:40])=[O:39].[CH2:20]([O:19][CH2:18][C:13]([CH2:12][O:11][CH2:1][CH2:2][CH2:3][CH2:4][CH2:5][CH2:6][CH2:7][CH2:8][CH2:9][CH3:10])([CH2:16][O:17][CH2:46][CH2:47][OH:48])[CH2:14][O:15][CH2:42][CH2:43][OH:44])[CH2:21][CH2:22][CH2:23][CH2:24][CH2:25][CH2:26][CH2:27][CH2:28][CH3:29].[Na+:37].[Na+:37]. (5) Given the reactants COCCO[AlH2-]OCCOC.[Na+].C[O:14][C:15]([C:17]1[CH:18]=[C:19]2[C:24](=[CH:25][C:26]=1[O:27][CH3:28])[N:23]=[CH:22][N:21]=[C:20]2[NH:29][C:30]1[CH:35]=[CH:34][CH:33]=[C:32]([Cl:36])[C:31]=1[F:37])=O, predict the reaction product. The product is: [Cl:36][C:32]1[C:31]([F:37])=[C:30]([CH:35]=[CH:34][CH:33]=1)[NH:29][C:20]1[C:19]2[C:24](=[CH:25][C:26]([O:27][CH3:28])=[C:17]([CH2:15][OH:14])[CH:18]=2)[N:23]=[CH:22][N:21]=1. (6) Given the reactants C(N1C(=O)C(C2C=CC(C#N)=CC=2)N2C=NC=C2C1)C1C=CC=CC=1.[CH2:26]([N:33]1[C:38](=[O:39])[C:37]([C:41]2[CH:48]=[CH:47][C:44]([C:45]#[N:46])=[CH:43][CH:42]=2)([CH3:40])[N:36]2[CH:49]=[N:50][CH:51]=[C:35]2[CH2:34]1)[C:27]1[CH:32]=[CH:31][CH:30]=[CH:29][CH:28]=1.[Li+].C[Si]([N-][Si](C)(C)C)(C)C.CI.[ClH:64], predict the reaction product. The product is: [ClH:64].[CH2:26]([N:33]1[C:38](=[O:39])[C:37]([C:41]2[CH:48]=[CH:47][C:44]([C:45]#[N:46])=[CH:43][CH:42]=2)([CH3:40])[N:36]2[CH:49]=[N:50][CH:51]=[C:35]2[CH2:34]1)[C:27]1[CH:32]=[CH:31][CH:30]=[CH:29][CH:28]=1.